This data is from Catalyst prediction with 721,799 reactions and 888 catalyst types from USPTO. The task is: Predict which catalyst facilitates the given reaction. (1) Reactant: [C:1]([O:5][C:6]([NH:8][C@@H:9]([CH2:38][CH2:39][CH2:40][NH:41][C:42]([O:44][C:45]([CH3:48])([CH3:47])[CH3:46])=[O:43])[CH2:10][NH:11][C:12](=[O:37])[CH2:13][C@@H:14]([NH:26]C(=O)OCC1C=CC=CC=1)[CH2:15][CH2:16][CH2:17][NH:18][C:19]([O:21][C:22]([CH3:25])([CH3:24])[CH3:23])=[O:20])=[O:7])([CH3:4])([CH3:3])[CH3:2]. Product: [NH2:26][C@H:14]([CH2:13][C:12]([NH:11][CH2:10][C@@H:9]([NH:8][C:6]([O:5][C:1]([CH3:4])([CH3:3])[CH3:2])=[O:7])[CH2:38][CH2:39][CH2:40][NH:41][C:42]([O:44][C:45]([CH3:46])([CH3:47])[CH3:48])=[O:43])=[O:37])[CH2:15][CH2:16][CH2:17][NH:18][C:19](=[O:20])[O:21][C:22]([CH3:25])([CH3:24])[CH3:23]. The catalyst class is: 63. (2) Reactant: [C:1]1(=O)[NH:5][C:4](=[O:6])[C:3]2=[CH:7][CH:8]=[CH:9][CH:10]=[C:2]12.C(O)(C(F)(F)F)=O. Product: [C:4]1(=[O:6])[C:3]2[C:2](=[CH:10][CH:9]=[CH:8][CH:7]=2)[CH2:1][NH:5]1. The catalyst class is: 78. (3) Reactant: [CH:1]1([C:4]2[C:13]3[C:8](=[CH:9][CH:10]=[CH:11][CH:12]=3)[N:7]=[CH:6][CH:5]=2)[CH2:3][CH2:2]1.[Br:14][CH2:15][C:16]([NH2:18])=[O:17]. Product: [Br-:14].[NH2:18][C:16](=[O:17])[CH2:15][N+:7]1[C:8]2[C:13](=[CH:12][CH:11]=[CH:10][CH:9]=2)[C:4]([CH:1]2[CH2:3][CH2:2]2)=[CH:5][CH:6]=1. The catalyst class is: 14. (4) Reactant: C1CCN2C(=NCCC2)CC1.[NH2:12][C:13]1[C:21]([Cl:22])=[C:20]([CH2:23][N:24]2[CH2:29][CH2:28][N:27]([C:30]([O:32][C:33]([CH3:36])([CH3:35])[CH3:34])=[O:31])[CH2:26][CH2:25]2)[C:19]([C:37]([F:40])([F:39])[F:38])=[CH:18][C:14]=1[C:15]([OH:17])=[O:16].Cl[C:42](Cl)([O:44]C(=O)OC(Cl)(Cl)Cl)Cl.C(=O)(O)[O-].[Na+]. Product: [Cl:22][C:21]1[C:13]2[NH:12][C:42](=[O:44])[O:16][C:15](=[O:17])[C:14]=2[CH:18]=[C:19]([C:37]([F:39])([F:38])[F:40])[C:20]=1[CH2:23][N:24]1[CH2:29][CH2:28][N:27]([C:30]([O:32][C:33]([CH3:36])([CH3:35])[CH3:34])=[O:31])[CH2:26][CH2:25]1. The catalyst class is: 1. (5) Reactant: [CH3:1][O:2][C:3]1[CH:4]=[C:5]([N:32]2[CH2:37][CH2:36][N:35](C(OC(C)(C)C)=O)[CH2:34][CH2:33]2)[CH:6]=[CH:7][C:8]=1[NH:9][C:10]1[N:15]=[CH:14][C:13]2[CH:16]=[CH:17][N:18]([S:19]([C:22]3[CH:23]=[CH:24][CH:25]=[C:26]4[C:31]=3[N:30]=[CH:29][CH:28]=[CH:27]4)(=[O:21])=[O:20])[C:12]=2[CH:11]=1.C(O)(C(F)(F)F)=O. Product: [CH3:1][O:2][C:3]1[CH:4]=[C:5]([N:32]2[CH2:33][CH2:34][NH:35][CH2:36][CH2:37]2)[CH:6]=[CH:7][C:8]=1[NH:9][C:10]1[N:15]=[CH:14][C:13]2[CH:16]=[CH:17][N:18]([S:19]([C:22]3[CH:23]=[CH:24][CH:25]=[C:26]4[C:31]=3[N:30]=[CH:29][CH:28]=[CH:27]4)(=[O:20])=[O:21])[C:12]=2[CH:11]=1. The catalyst class is: 2. (6) Reactant: [C:1]([C:3]1[CH:8]=[CH:7][C:6]([CH:9]2[CH2:14][CH2:13][N:12]([C:15]([C:17]3[CH:18]=[CH:19][C:20]([CH3:31])=[C:21]([NH:23][C:24]([N:26]4[CH:30]=[CH:29][N:28]=[CH:27]4)=[S:25])[CH:22]=3)=[O:16])[CH2:11][CH2:10]2)=[CH:5][CH:4]=1)#[N:2].[N:32]1C=CC(N)=[C:34](N)[CH:33]=1. Product: [NH2:32][C:33]1[CH:34]=[CH:27][N:28]=[CH:29][C:30]=1[NH:26][C:24]([NH:23][C:21]1[CH:22]=[C:17]([C:15]([N:12]2[CH2:13][CH2:14][CH:9]([C:6]3[CH:7]=[CH:8][C:3]([C:1]#[N:2])=[CH:4][CH:5]=3)[CH2:10][CH2:11]2)=[O:16])[CH:18]=[CH:19][C:20]=1[CH3:31])=[S:25]. The catalyst class is: 3. (7) Reactant: [NH2:1][C:2]1[N:7]=[CH:6][N:5]=[C:4]2[N:8]([CH:25]3[CH2:30][CH2:29][CH2:28][N:27](C(OC(C)(C)C)=O)[CH2:26]3)[N:9]=[C:10]([C:11]3[CH:16]=[CH:15][C:14]([O:17][C:18]4[CH:23]=[CH:22][CH:21]=[CH:20][C:19]=4[F:24])=[CH:13][CH:12]=3)[C:3]=12.FC(F)(F)C(O)=O.FC(F)(F)C(O)=O.FC1C(F)=CC=CC=1OC1C=CC(C2C3C(=NC=NC=3N)N(C[C@H]3CCCN3)N=2)=CC=1. Product: [F:24][C:19]1[CH:20]=[CH:21][CH:22]=[CH:23][C:18]=1[O:17][C:14]1[CH:13]=[CH:12][C:11]([C:10]2[C:3]3[C:4](=[N:5][CH:6]=[N:7][C:2]=3[NH2:1])[N:8]([CH:25]3[CH2:30][CH2:29][CH2:28][NH:27][CH2:26]3)[N:9]=2)=[CH:16][CH:15]=1. The catalyst class is: 4. (8) Reactant: Cl[C:2]1[C:3]([N+:14]([O-:16])=[O:15])=[CH:4][C:5]([N+:11]([O-:13])=[O:12])=[C:6]([CH:10]=1)[C:7]([NH2:9])=[O:8].[N:17]1([CH2:20][CH2:21][OH:22])[CH2:19][CH2:18]1.[Li+].[Cl-:24]. Product: [Cl:24][CH2:19][CH2:18][N:17]([CH2:20][CH2:21][OH:22])[C:2]1[C:3]([N+:14]([O-:16])=[O:15])=[CH:4][C:5]([N+:11]([O-:13])=[O:12])=[C:6]([CH:10]=1)[C:7]([NH2:9])=[O:8]. The catalyst class is: 163. (9) Reactant: [CH3:1][N:2]([CH3:27])[C:3]([CH2:5][O:6][N:7]([CH2:19][C:20]1[CH:25]=[CH:24][C:23]([F:26])=[CH:22][CH:21]=1)[C:8](=[O:18])[CH:9]=[C:10]1[C:14](=[O:15])[O:13][C:12](C)(C)[O:11]1)=[O:4]. Product: [CH3:12][O:13][C:14](=[O:15])[C:10]([OH:11])=[CH:9][C:8](=[O:18])[N:7]([O:6][CH2:5][C:3](=[O:4])[N:2]([CH3:27])[CH3:1])[CH2:19][C:20]1[CH:21]=[CH:22][C:23]([F:26])=[CH:24][CH:25]=1. The catalyst class is: 5. (10) Reactant: [CH3:1][N:2]1[CH2:18][CH2:17][C:5]2[N:6]([CH2:14][CH2:15][NH2:16])[C:7]3[CH:8]=[CH:9][C:10]([CH3:13])=[CH:11][C:12]=3[C:4]=2[CH2:3]1.[CH3:19][C:20]1[CH:21]=[N:22][CH:23]=[CH:24][C:25]=1[C:26](O)=[O:27].C1(N=C=NC2CCCCC2)CCCCC1.O. Product: [CH3:1][N:2]1[CH2:18][CH2:17][C:5]2[N:6]([CH2:14][CH2:15][NH:16][C:26]([C:25]3[CH:24]=[CH:23][N:22]=[CH:21][C:20]=3[CH3:19])=[O:27])[C:7]3[CH:8]=[CH:9][C:10]([CH3:13])=[CH:11][C:12]=3[C:4]=2[CH2:3]1. The catalyst class is: 119.